This data is from Forward reaction prediction with 1.9M reactions from USPTO patents (1976-2016). The task is: Predict the product of the given reaction. (1) Given the reactants [NH2:1][C:2]1[N:10]=[C:9]([O:11][CH2:12][CH2:13][CH2:14][CH3:15])[N:8]=[C:7]2[C:3]=1[NH:4][C:5](=[O:38])[N:6]2[CH2:16][CH2:17][CH2:18][N:19]([CH2:26][C:27]1[CH:28]=[C:29]([CH2:33][C:34]([O:36][CH3:37])=[O:35])[CH:30]=[CH:31][CH:32]=1)[CH:20]1[CH2:25][CH2:24][NH:23][CH2:22][CH2:21]1.Br[CH2:40][CH2:41][C:42]#[N:43], predict the reaction product. The product is: [NH2:1][C:2]1[N:10]=[C:9]([O:11][CH2:12][CH2:13][CH2:14][CH3:15])[N:8]=[C:7]2[C:3]=1[NH:4][C:5](=[O:38])[N:6]2[CH2:16][CH2:17][CH2:18][N:19]([CH2:26][C:27]1[CH:28]=[C:29]([CH2:33][C:34]([O:36][CH3:37])=[O:35])[CH:30]=[CH:31][CH:32]=1)[CH:20]1[CH2:25][CH2:24][N:23]([CH2:40][CH2:41][C:42]#[N:43])[CH2:22][CH2:21]1. (2) Given the reactants N1NN=NC=1C1NN=C2C=1C[C@@H]1C[C@@H]12.[CH2:15]1[C@H:17]2[CH2:18][C:19]3[C:23]([C@@H:16]12)=[N:22][NH:21][C:20]=3[C:24]([OH:26])=[O:25], predict the reaction product. The product is: [N:22]1[NH:21][C:20]([C:24]([OH:26])=[O:25])=[C:19]2[C@H:18]3[CH2:15][C@H:17]3[CH2:16][C:23]=12. (3) Given the reactants CCN(C(C)C)C(C)C.C([O-])([O-])=O.[K+].[K+].[CH2:16]([N:23]([S:31]([CH2:34][CH2:35][CH2:36]Cl)(=[O:33])=[O:32])C(=O)OC(C)(C)C)[C:17]1[CH:22]=[CH:21][CH:20]=[CH:19][CH:18]=1.[CH:38]1([C:44]2[C:45]3[CH:46]=[CH:47][C:48]([C:68]([O:70][CH3:71])=[O:69])=[CH:49][C:50]=3[N:51]3[C:58]=2[C:57]2[CH:59]=[CH:60][CH:61]=[CH:62][C:56]=2[O:55][CH2:54][C@@H:53]([O:63][CH2:64][CH2:65][NH:66][CH3:67])[CH2:52]3)[CH2:43][CH2:42][CH2:41][CH2:40][CH2:39]1, predict the reaction product. The product is: [CH2:16]([NH:23][S:31]([CH2:34][CH2:35][CH2:36][N:66]([CH3:67])[CH2:65][CH2:64][O:63][C@H:53]1[CH2:52][N:51]2[C:50]3[CH:49]=[C:48]([C:68]([O:70][CH3:71])=[O:69])[CH:47]=[CH:46][C:45]=3[C:44]([CH:38]3[CH2:39][CH2:40][CH2:41][CH2:42][CH2:43]3)=[C:58]2[C:57]2[CH:59]=[CH:60][CH:61]=[CH:62][C:56]=2[O:55][CH2:54]1)(=[O:32])=[O:33])[C:17]1[CH:18]=[CH:19][CH:20]=[CH:21][CH:22]=1. (4) Given the reactants [F:1][C:2]([F:11])([F:10])[C:3]([OH:9])([CH3:8])[CH2:4][C:5]([OH:7])=O.[CH:12]1([CH2:15][CH2:16][NH:17][C:18]([C:20]2[N:21]=[N:22][C:23]([N:26]3[CH2:31][CH2:30][NH:29][CH2:28][CH2:27]3)=[CH:24][CH:25]=2)=[O:19])[CH2:14][CH2:13]1, predict the reaction product. The product is: [CH:12]1([CH2:15][CH2:16][NH:17][C:18]([C:20]2[N:21]=[N:22][C:23]([N:26]3[CH2:31][CH2:30][N:29]([C:5](=[O:7])[CH2:4][C:3]([OH:9])([CH3:8])[C:2]([F:1])([F:11])[F:10])[CH2:28][CH2:27]3)=[CH:24][CH:25]=2)=[O:19])[CH2:14][CH2:13]1. (5) Given the reactants [F:1][C:2]1[CH:3]=[C:4]([CH:9]([OH:14])[C:10]([F:13])([F:12])[F:11])[CH:5]=[CH:6][C:7]=1[F:8].N1C(C)=CC=CC=1C.[S:23](O[S:23]([C:26]([F:29])([F:28])[F:27])(=[O:25])=[O:24])([C:26]([F:29])([F:28])[F:27])(=[O:25])=[O:24], predict the reaction product. The product is: [F:1][C:2]1[CH:3]=[C:4]([CH:9]([O:14][S:23]([C:26]([F:29])([F:28])[F:27])(=[O:25])=[O:24])[C:10]([F:11])([F:12])[F:13])[CH:5]=[CH:6][C:7]=1[F:8]. (6) Given the reactants [C:9](O[C:9]([O:11][C:12]([CH3:15])([CH3:14])[CH3:13])=[O:10])([O:11][C:12]([CH3:15])([CH3:14])[CH3:13])=[O:10].[NH2:16][C:17]1(C)[CH:22]=[CH:21][CH:20]=[CH:19][NH:18]1.[C:24](O)(C)(C)C, predict the reaction product. The product is: [CH3:24][C:21]1[CH:20]=[CH:19][N:18]=[C:17]([NH:16][C:9](=[O:10])[O:11][C:12]([CH3:13])([CH3:14])[CH3:15])[CH:22]=1. (7) The product is: [CH2:1]([N:8]1[C:9]2=[N:24][C:23]3[C:22]([C:27]([NH2:28])=[C:10]2[CH2:11][CH2:12]1)=[CH:21][C:20]([Br:19])=[CH:26][CH:25]=3)[C:2]1[CH:7]=[CH:6][CH:5]=[CH:4][CH:3]=1. Given the reactants [CH2:1]([N:8]1[CH2:12][CH2:11][CH2:10][C:9]1=O)[C:2]1[CH:7]=[CH:6][CH:5]=[CH:4][CH:3]=1.P(Cl)(Cl)(Cl)=O.[Br:19][C:20]1[CH:26]=[CH:25][C:23]([NH2:24])=[C:22]([C:27]#[N:28])[CH:21]=1.[OH-].[Na+], predict the reaction product. (8) Given the reactants [C:1]([C:3]1[CH:8]=[CH:7][C:6]([CH2:9][CH2:10][C:11]([OH:13])=[O:12])=[CH:5][C:4]=1[OH:14])#[N:2].[CH3:15][CH:16](O)[CH3:17].N1(C2C=CN=CC=2)CCCC1.Cl.CN(C)CCCN=C=NCC, predict the reaction product. The product is: [CH:16]([O:12][C:11](=[O:13])[CH2:10][CH2:9][C:6]1[CH:7]=[CH:8][C:3]([C:1]#[N:2])=[C:4]([OH:14])[CH:5]=1)([CH3:17])[CH3:15].